The task is: Predict the reactants needed to synthesize the given product.. This data is from Full USPTO retrosynthesis dataset with 1.9M reactions from patents (1976-2016). (1) Given the product [C:27]([O:26][CH2:25][CH2:24][N:14]1[CH2:15][CH2:16][CH2:17][C@@H:13]1[CH2:12][O:11][C:6]1[C:7]([O:9][CH3:10])=[CH:8][C:3]([C:1]#[N:2])=[C:4]([N:18]=[CH:19][N:20]([CH3:21])[CH3:22])[CH:5]=1)([CH3:30])([CH3:29])[CH3:28], predict the reactants needed to synthesize it. The reactants are: [C:1]([C:3]1[CH:8]=[C:7]([O:9][CH3:10])[C:6]([O:11][CH2:12][C@H:13]2[CH2:17][CH2:16][CH2:15][NH:14]2)=[CH:5][C:4]=1[N:18]=[CH:19][N:20]([CH3:22])[CH3:21])#[N:2].Br[CH2:24][CH2:25][O:26][C:27]([CH3:30])([CH3:29])[CH3:28].C(=O)([O-])[O-].[K+].[K+]. (2) Given the product [CH3:2][O:3][C:4](=[O:9])[C@@H:5]([CH3:8])[CH2:6][C:11]1[CH:16]=[CH:15][C:14]([F:17])=[CH:13][N:12]=1, predict the reactants needed to synthesize it. The reactants are: [Br-].[CH3:2][O:3][C:4](=[O:9])[C@@H:5]([CH3:8])[CH2:6][Zn+].Br[C:11]1[CH:16]=[CH:15][C:14]([F:17])=[CH:13][N:12]=1. (3) Given the product [C:1]([C:4]1[C:12]2[C:7](=[CH:8][CH:9]=[C:10]([OH:13])[CH:11]=2)[N:6]([CH2:14][C:15]([OH:17])=[O:16])[CH:5]=1)(=[O:3])[CH3:2], predict the reactants needed to synthesize it. The reactants are: [C:1]([C:4]1[C:12]2[C:7](=[CH:8][CH:9]=[C:10]([OH:13])[CH:11]=2)[N:6]([CH2:14][C:15]([O:17]C(C)(C)C)=[O:16])[CH:5]=1)(=[O:3])[CH3:2]. (4) The reactants are: C([O:3][C:4]([C:6]1[CH:7]=[C:8]2[C:12](=[CH:13][CH:14]=1)[N:11]([CH2:15][C:16]([F:19])([F:18])[F:17])[C:10]([C:20]([N:22]1[CH2:27][CH2:26][O:25][CH2:24][CH2:23]1)=[O:21])=[CH:9]2)=[O:5])C.O.[OH-].[Li+]. Given the product [N:22]1([C:20]([C:10]2[N:11]([CH2:15][C:16]([F:19])([F:17])[F:18])[C:12]3[C:8]([CH:9]=2)=[CH:7][C:6]([C:4]([OH:5])=[O:3])=[CH:14][CH:13]=3)=[O:21])[CH2:27][CH2:26][O:25][CH2:24][CH2:23]1, predict the reactants needed to synthesize it. (5) Given the product [C:1]([C:3]1[C:4]([N:15]2[CH2:16][CH2:17][CH:18]([C:21]([NH:22][S:23]([N:24]([CH3:38])[C:25]3[CH:26]=[CH:27][CH:28]=[CH:29][CH:30]=3)(=[O:31])=[O:32])=[O:33])[CH2:19][CH2:20]2)=[N:5][C:6]([CH3:14])=[C:7]([CH:13]=1)[C:8]([O:10][CH2:11][CH3:12])=[O:9])#[N:2].[C:1]([C:3]1[C:4]([N:15]2[CH2:16][CH2:17][CH:18]([C:21](=[O:33])[N:22]([CH3:38])[S:23](=[O:31])(=[O:32])[NH:24][C:25]3[CH:26]=[CH:27][CH:28]=[CH:29][CH:30]=3)[CH2:19][CH2:20]2)=[N:5][C:6]([CH3:14])=[C:7]([CH:13]=1)[C:8]([O:10][CH2:11][CH3:12])=[O:9])#[N:2], predict the reactants needed to synthesize it. The reactants are: [C:1]([C:3]1[C:4]([N:15]2[CH2:20][CH2:19][CH:18]([C:21](=[O:33])[NH:22][S:23](=[O:32])(=[O:31])[NH:24][C:25]3[CH:30]=[CH:29][CH:28]=[CH:27][CH:26]=3)[CH2:17][CH2:16]2)=[N:5][C:6]([CH3:14])=[C:7]([CH:13]=1)[C:8]([O:10][CH2:11][CH3:12])=[O:9])#[N:2].[H-].[Na+].IC.[CH3:38]C(O)=O. (6) Given the product [F:1][C:2]([F:7])([F:6])[C:3]([OH:5])=[O:4].[F:8][C:9]([F:14])([F:13])[C:10]([OH:12])=[O:11].[Cl:22][C:23]1[CH:24]=[N:25][C:26]2[NH:27][C:28]3[CH:29]=[N:30][CH:31]=[C:32]([CH:53]=3)[CH2:33][CH2:34][C:35]3[CH:43]=[C:39]([NH:40][C:41]=1[N:42]=2)[CH:38]=[CH:37][C:36]=3[NH:44][C:45](=[O:52])[CH2:46][C@@H:47]1[CH2:51][CH2:50][N:49]([C:59]([C:58]2[O:54][N:55]=[CH:56][CH:57]=2)=[O:60])[CH2:48]1, predict the reactants needed to synthesize it. The reactants are: [F:1][C:2]([F:7])([F:6])[C:3]([OH:5])=[O:4].[F:8][C:9]([F:14])([F:13])[C:10]([OH:12])=[O:11].FC(F)(F)C(O)=O.[Cl:22][C:23]1[CH:24]=[N:25][C:26]2[NH:27][C:28]3[CH:29]=[N:30][CH:31]=[C:32]([CH:53]=3)[CH2:33][CH2:34][C:35]3[CH:43]=[C:39]([NH:40][C:41]=1[N:42]=2)[CH:38]=[CH:37][C:36]=3[NH:44][C:45](=[O:52])[CH2:46][C@@H:47]1[CH2:51][CH2:50][NH:49][CH2:48]1.[O:54]1[C:58]([C:59](Cl)=[O:60])=[CH:57][CH:56]=[N:55]1. (7) Given the product [Br:10][C:7]1[CH:8]=[CH:9][C:4]([CH2:2][CH3:3])=[C:5]([CH:7]2[C:8](=[O:14])[CH2:9][C:4]3([CH2:19][CH2:20][O:21][CH2:22][CH2:2]3)[CH2:5][C:6]2=[O:15])[CH:6]=1, predict the reactants needed to synthesize it. The reactants are: [IH2+].[CH2:2]([C:4]1[CH:9]=[CH:8][C:7]([Br:10])=[CH:6][C:5]=1B(O)O)[CH3:3].[OH2:14].[OH-:15].[Li+].CO[CH2:19][CH2:20][O:21][CH3:22]. (8) Given the product [ClH:22].[C:13]([C:16]1[CH:17]=[C:18]([O:10][CH:9]2[CH2:8][N:7]([CH3:11])[CH2:6][C:5]3[O:12][C:2]([CH3:1])=[CH:3][C:4]2=3)[CH:19]=[CH:20][C:21]=1[Cl:22])(=[O:15])[NH2:14], predict the reactants needed to synthesize it. The reactants are: [CH3:1][C:2]1[O:12][C:5]2[CH2:6][N:7]([CH3:11])[CH2:8][CH:9]([OH:10])[C:4]=2[CH:3]=1.[C:13]([C:16]1[CH:17]=[C:18](F)[CH:19]=[CH:20][C:21]=1[Cl:22])(=[O:15])[NH2:14]. (9) Given the product [OH:22][NH:21][C:1]([C:3]1[CH:11]=[CH:10][CH:9]=[C:8]2[C:4]=1[CH2:5][CH2:6][C@H:7]2[NH:12][C:13](=[O:19])[O:14][C:15]([CH3:17])([CH3:16])[CH3:18])=[NH:2], predict the reactants needed to synthesize it. The reactants are: [C:1]([C:3]1[CH:11]=[CH:10][CH:9]=[C:8]2[C:4]=1[CH2:5][CH2:6][C@H:7]2[NH:12][C:13](=[O:19])[O:14][C:15]([CH3:18])([CH3:17])[CH3:16])#[N:2].Cl.[NH2:21][OH:22].